The task is: Predict which catalyst facilitates the given reaction.. This data is from Catalyst prediction with 721,799 reactions and 888 catalyst types from USPTO. (1) Reactant: C1C2C3=CC4C=CC(C([O-])=O)=CC=4N3CC=CC=2C=CC=1.CN(C(ON1N=NC2C=CC=NC1=2)=[N+](C)C)C.F[P-](F)(F)(F)(F)F.[C:46]([O:50][C:51]([C:53]1[CH:54]=[CH:55][C:56]2[C:57]([CH:76]3[CH2:81][CH2:80][CH2:79][CH2:78][CH2:77]3)=[C:58]3[C:64]4[CH:65]=[CH:66][C:67]([O:69][CH3:70])=[CH:68][C:63]=4[CH:62]=[C:61]([C:71]([OH:73])=O)[CH2:60][N:59]3[C:74]=2[CH:75]=1)=[O:52])([CH3:49])([CH3:48])[CH3:47].Cl.Cl.[CH3:84][N:85]1[CH2:91][CH:90]2[NH:92][CH:87]([CH2:88][CH2:89]2)[CH2:86]1. Product: [CH:76]1([C:57]2[C:56]3[CH:55]=[CH:54][C:53]([C:51]([O:50][C:46]([CH3:47])([CH3:48])[CH3:49])=[O:52])=[CH:75][C:74]=3[N:59]3[CH2:60][C:61]([C:71]([N:92]4[CH:87]5[CH2:88][CH2:89][CH:90]4[CH2:91][N:85]([CH3:84])[CH2:86]5)=[O:73])=[CH:62][C:63]4[CH:68]=[C:67]([O:69][CH3:70])[CH:66]=[CH:65][C:64]=4[C:58]=23)[CH2:77][CH2:78][CH2:79][CH2:80][CH2:81]1. The catalyst class is: 18. (2) Reactant: [N:1]1([C:6]2[CH:11]=[CH:10][CH:9]=[CH:8][N:7]=2)[CH:5]=[CH:4][CH:3]=[N:2]1.[I:12]I. Product: [I:12][C:4]1[CH:3]=[N:2][N:1]([C:6]2[CH:11]=[CH:10][CH:9]=[CH:8][N:7]=2)[CH:5]=1. The catalyst class is: 10.